From a dataset of Forward reaction prediction with 1.9M reactions from USPTO patents (1976-2016). Predict the product of the given reaction. (1) Given the reactants [CH:1]1([CH2:4][C@H:5]([NH:25]C(=O)OC(C)(C)C)[CH2:6][O:7][C:8]2[CH:9]=[CH:10][C:11]3[C:20]4[C:15](=[C:16]([CH3:21])[N:17]=[CH:18][CH:19]=4)[C:14](=[O:22])[N:13]([CH3:23])[C:12]=3[CH:24]=2)[CH2:3][CH2:2]1.Cl, predict the reaction product. The product is: [NH2:25][C@@H:5]([CH2:4][CH:1]1[CH2:3][CH2:2]1)[CH2:6][O:7][C:8]1[CH:9]=[CH:10][C:11]2[C:20]3[C:15](=[C:16]([CH3:21])[N:17]=[CH:18][CH:19]=3)[C:14](=[O:22])[N:13]([CH3:23])[C:12]=2[CH:24]=1. (2) Given the reactants [Cl:1][C:2]1[C:7]([NH:8][C:9]2[N:14]=[C:13]([N:15]([CH:25]3[CH2:27][CH2:26]3)CC3C=CC(OC)=CC=3)[C:12]3=[N:28][CH:29]=[C:30]([C:31]#[N:32])[N:11]3[N:10]=2)=[CH:6][C:5]([C:33]#[N:34])=[CH:4][C:3]=1[N:35]1[CH2:40][CH2:39][C@@H:38]([NH:41][C:42](=[O:45])[O:43][CH3:44])[C@H:37]([O:46][P:47]([OH:50])([OH:49])=[O:48])[CH2:36]1.C1(OC)C=CC=CC=1.C(O)(C(F)(F)F)=O, predict the reaction product. The product is: [Cl:1][C:2]1[C:7]([NH:8][C:9]2[N:14]=[C:13]([NH:15][CH:25]3[CH2:27][CH2:26]3)[C:12]3=[N:28][CH:29]=[C:30]([C:31]#[N:32])[N:11]3[N:10]=2)=[CH:6][C:5]([C:33]#[N:34])=[CH:4][C:3]=1[N:35]1[CH2:40][CH2:39][C@@H:38]([NH:41][C:42](=[O:45])[O:43][CH3:44])[C@H:37]([O:46][P:47]([OH:50])([OH:49])=[O:48])[CH2:36]1. (3) Given the reactants O=C1C2C(=CC=CC=2)C(=O)[N:3]1[O:12][CH2:13][CH2:14][NH:15][C:16](=[O:22])[O:17][C:18]([CH3:21])([CH3:20])[CH3:19], predict the reaction product. The product is: [NH2:3][O:12][CH2:13][CH2:14][NH:15][C:16](=[O:22])[O:17][C:18]([CH3:20])([CH3:19])[CH3:21]. (4) Given the reactants [Cl:1][C:2]1[CH:3]=[CH:4][C:5]2[N:11]3[C:12]([CH:15]([F:17])[F:16])=[N:13][N:14]=[C:10]3[C@H:9]([CH2:18][C:19]3[O:20][C:21]([CH2:24][CH2:25][C:26]([O:28]C)=[O:27])=[CH:22][N:23]=3)[O:8][C@@H:7]([C:30]3[CH:35]=[CH:34][CH:33]=[C:32]([O:36][CH3:37])[C:31]=3[O:38][CH3:39])[C:6]=2[CH:40]=1.C(=O)([O-])[O-].[K+].[K+].Cl, predict the reaction product. The product is: [Cl:1][C:2]1[CH:3]=[CH:4][C:5]2[N:11]3[C:12]([CH:15]([F:16])[F:17])=[N:13][N:14]=[C:10]3[C@H:9]([CH2:18][C:19]3[O:20][C:21]([CH2:24][CH2:25][C:26]([OH:28])=[O:27])=[CH:22][N:23]=3)[O:8][C@@H:7]([C:30]3[CH:35]=[CH:34][CH:33]=[C:32]([O:36][CH3:37])[C:31]=3[O:38][CH3:39])[C:6]=2[CH:40]=1.